This data is from Full USPTO retrosynthesis dataset with 1.9M reactions from patents (1976-2016). The task is: Predict the reactants needed to synthesize the given product. (1) Given the product [CH3:1][O:2][C:3](=[O:7])[C:4]([C:5]#[N:6])=[C:9]([CH3:11])[CH3:8], predict the reactants needed to synthesize it. The reactants are: [CH3:1][O:2][C:3](=[O:7])[CH2:4][C:5]#[N:6].[CH3:8][C:9]([CH3:11])=O.CC(O)=O.O. (2) Given the product [Br:1][C:2]1[S:3][C:4]([CH:8]=[O:9])=[C:5]([CH3:7])[N:6]=1, predict the reactants needed to synthesize it. The reactants are: [Br:1][C:2]1[S:3][C:4]([CH2:8][OH:9])=[C:5]([CH3:7])[N:6]=1. (3) Given the product [NH2:12][C:6]1[CH:5]=[C:4]([C:13]2[CH:18]=[CH:17][C:16]([Cl:19])=[C:15]([O:20][CH3:21])[C:14]=2[F:22])[N:3]=[C:2]([C:33]([O:34][CH2:28][CH3:29])=[O:31])[C:7]=1[O:8][CH:9]([F:11])[F:10], predict the reactants needed to synthesize it. The reactants are: Cl[C:2]1[C:7]([O:8][CH:9]([F:11])[F:10])=[C:6]([NH2:12])[CH:5]=[C:4]([C:13]2[CH:18]=[CH:17][C:16]([Cl:19])=[C:15]([O:20][CH3:21])[C:14]=2[F:22])[N:3]=1.C(N([CH2:28][CH3:29])CC)C.[C]=[O:31].C[CH2:33][OH:34]. (4) Given the product [CH2:7]([N:14]1[CH:19]([CH2:20][OH:21])[CH2:18][N:17]([S:25]([C:28]2[CH:29]=[CH:30][CH:31]=[CH:32][CH:33]=2)(=[O:27])=[O:26])[CH2:16][CH:15]1[CH2:34][OH:35])[C:8]1[CH:9]=[CH:10][CH:11]=[CH:12][CH:13]=1, predict the reactants needed to synthesize it. The reactants are: [H-].[H-].[H-].[H-].[Li+].[Al+3].[CH2:7]([N:14]1[C@H:19]([C:20](OCC)=[O:21])[CH2:18][N:17]([S:25]([C:28]2[CH:33]=[CH:32][CH:31]=[CH:30][CH:29]=2)(=[O:27])=[O:26])[CH2:16][C@@H:15]1[C:34](OCC)=[O:35])[C:8]1[CH:13]=[CH:12][CH:11]=[CH:10][CH:9]=1.C([O-])([O-])=O.[Na+].[Na+]. (5) Given the product [NH2:64][C@H:15]([CH2:16][C:17]([N:18]([CH2:41][CH2:42][CH2:43][O:44][CH2:45][CH2:46][CH2:47][CH2:48][CH2:49][CH2:50][CH2:51][CH2:52]/[CH:53]=[CH:54]\[CH2:55][CH2:56][CH2:57][CH2:58][CH2:59][CH2:60][CH2:61][CH3:62])[CH2:19][CH2:20][CH2:21][O:22][CH2:23][CH2:24][CH2:25][CH2:26][CH2:27][CH2:28][CH2:29][CH2:30]/[CH:31]=[CH:32]\[CH2:33][CH2:34][CH2:35][CH2:36][CH2:37][CH2:38][CH2:39][CH3:40])=[O:63])[C:14]([NH:13][CH2:12][CH2:11][NH:10][C:9](=[O:83])[C:6]1[CH:7]=[CH:8][C:3]([O:2][CH3:1])=[CH:4][CH:5]=1)=[O:82], predict the reactants needed to synthesize it. The reactants are: [CH3:1][O:2][C:3]1[CH:8]=[CH:7][C:6]([C:9](=[O:83])[NH:10][CH2:11][CH2:12][NH:13][C:14](=[O:82])[C@H:15]([NH:64]C(=O)OCC2C3C=CC=CC=3C3C2=CC=CC=3)[CH2:16][C:17](=[O:63])[N:18]([CH2:41][CH2:42][CH2:43][O:44][CH2:45][CH2:46][CH2:47][CH2:48][CH2:49][CH2:50][CH2:51][CH2:52]/[CH:53]=[CH:54]\[CH2:55][CH2:56][CH2:57][CH2:58][CH2:59][CH2:60][CH2:61][CH3:62])[CH2:19][CH2:20][CH2:21][O:22][CH2:23][CH2:24][CH2:25][CH2:26][CH2:27][CH2:28][CH2:29][CH2:30]/[CH:31]=[CH:32]\[CH2:33][CH2:34][CH2:35][CH2:36][CH2:37][CH2:38][CH2:39][CH3:40])=[CH:5][CH:4]=1. (6) Given the product [CH:24]1([N:17]2[C:18](=[O:20])[CH:19]=[C:15]([C:9]3[CH:10]=[CH:11][C:12]([O:13][CH3:14])=[C:7]([O:6][CH:1]4[CH2:2][CH2:3][CH2:4][CH2:5]4)[CH:8]=3)[NH:16]2)[CH2:28][CH2:27][CH2:26][CH2:25]1, predict the reactants needed to synthesize it. The reactants are: [CH:1]1([O:6][C:7]2[CH:8]=[C:9]([C:15]3[N:16]=[N:17][C:18](=[O:20])[CH:19]=3)[CH:10]=[CH:11][C:12]=2[O:13][CH3:14])[CH2:5][CH2:4][CH2:3][CH2:2]1.[H-].[Na+].Br[CH:24]1[CH2:28][CH2:27][CH2:26][CH2:25]1. (7) Given the product [CH2:20]([CH:11]([C:12]([O:14][CH3:15])=[O:13])[CH2:10][C@@H:9]([C:16]([O:18][CH3:19])=[O:17])[NH:8][C:6]([O:5][C:1]([CH3:4])([CH3:3])[CH3:2])=[O:7])[C:21]1[CH:26]=[CH:25][CH:24]=[CH:23][CH:22]=1, predict the reactants needed to synthesize it. The reactants are: [C:1]([O:5][C:6]([NH:8][C@H:9]([C:16]([O:18][CH3:19])=[O:17])[CH2:10][CH2:11][C:12]([O:14][CH3:15])=[O:13])=[O:7])([CH3:4])([CH3:3])[CH3:2].[CH2:20](Br)[C:21]1[CH:26]=[CH:25][CH:24]=[CH:23][CH:22]=1. (8) Given the product [CH2:8]([O:7][C:5](=[O:6])[CH2:4][C:3](=[O:10])[CH2:2][S:19][C:15]1[CH:16]=[CH:17][CH:18]=[C:13]([O:12][CH3:11])[CH:14]=1)[CH3:9], predict the reactants needed to synthesize it. The reactants are: Cl[CH2:2][C:3](=[O:10])[CH2:4][C:5]([O:7][CH2:8][CH3:9])=[O:6].[CH3:11][O:12][C:13]1[CH:14]=[C:15]([SH:19])[CH:16]=[CH:17][CH:18]=1.C(=O)([O-])[O-].[K+].[K+].